From a dataset of Full USPTO retrosynthesis dataset with 1.9M reactions from patents (1976-2016). Predict the reactants needed to synthesize the given product. (1) The reactants are: [NH2:1][CH:2]1[CH2:16][O:15][C:5]2=[CH:6][CH:7]=[C:8]3[C:13]([C:12](=[O:14])[NH:11][CH2:10][CH2:9]3)=[C:4]2[CH2:3]1.[F:17][C:18]1[CH:19]=[C:20]2[C:24](=[CH:25][CH:26]=1)[NH:23][CH:22]=[C:21]2[CH2:27][CH2:28][CH:29]=O.[BH3-]C#N.[Na+]. Given the product [F:17][C:18]1[CH:19]=[C:20]2[C:24](=[CH:25][CH:26]=1)[NH:23][CH:22]=[C:21]2[CH2:27][CH2:28][CH2:29][NH:1][CH:2]1[CH2:16][O:15][C:5]2=[CH:6][CH:7]=[C:8]3[C:13]([C:12](=[O:14])[NH:11][CH2:10][CH2:9]3)=[C:4]2[CH2:3]1, predict the reactants needed to synthesize it. (2) Given the product [OH:16][C:6]1([C:2]2[S:1][CH:5]=[CH:4][N:3]=2)[CH2:15][CH2:14][C:9](=[O:10])[CH2:8][CH2:7]1, predict the reactants needed to synthesize it. The reactants are: [S:1]1[CH:5]=[CH:4][N:3]=[C:2]1[C:6]1([OH:16])[CH2:15][CH2:14][C:9]2(OCC[O:10]2)[CH2:8][CH2:7]1.C([O-])([O-])=O.[Na+].[Na+].